This data is from Catalyst prediction with 721,799 reactions and 888 catalyst types from USPTO. The task is: Predict which catalyst facilitates the given reaction. (1) The catalyst class is: 255. Product: [CH3:1][CH:2]([CH3:33])[CH2:3][C:4]([O:6][C:7]1[CH:12]=[CH:11][C:10]([C:13]([C:15]2[N:16]([CH2:36][CH2:37][CH:38]([CH3:40])[CH3:39])[CH:17]=[C:18]([C:20](=[O:25])[CH2:21][CH:22]([CH3:23])[CH3:24])[CH:19]=2)=[O:14])=[CH:9][C:8]=1[CH2:26][CH2:27][C:28]([O:30][CH2:31][CH3:32])=[O:29])=[O:5]. Reactant: [CH3:1][CH:2]([CH3:33])[CH2:3][C:4]([O:6][C:7]1[CH:12]=[CH:11][C:10]([C:13]([C:15]2[NH:16][CH:17]=[C:18]([C:20](=[O:25])[CH2:21][CH:22]([CH3:24])[CH3:23])[CH:19]=2)=[O:14])=[CH:9][C:8]=1[CH2:26][CH2:27][C:28]([O:30][CH2:31][CH3:32])=[O:29])=[O:5].[H-].[Na+].[CH2:36](I)[CH2:37][CH:38]([CH3:40])[CH3:39].Cl. (2) Reactant: Cl[C:2]1[C:11]2[C:6](=[CH:7][C:8]([C:14]3[C:15]([CH3:20])=[N:16][O:17][C:18]=3[CH3:19])=[C:9]([O:12][CH3:13])[CH:10]=2)[N:5]=[CH:4][C:3]=1[C:21]([NH2:23])=[O:22].[CH3:24][C:25]1[O:29][C:28]([CH2:30][NH2:31])=[CH:27][CH:26]=1. Product: [CH3:20][C:15]1[C:14]([C:8]2[CH:7]=[C:6]3[C:11]([C:2]([NH:31][CH2:30][C:28]4[O:29][C:25]([CH3:24])=[CH:26][CH:27]=4)=[C:3]([C:21]([NH2:23])=[O:22])[CH:4]=[N:5]3)=[CH:10][C:9]=2[O:12][CH3:13])=[C:18]([CH3:19])[O:17][N:16]=1. The catalyst class is: 12. (3) Reactant: [F:1][C:2]([F:23])([CH:20]([F:22])[F:21])[CH2:3][O:4][C:5]1[CH:10]=[CH:9][C:8](OCC2C=CC=CC=2)([OH:11])[CH2:7][CH:6]=1. Product: [F:1][C:2]([F:23])([CH:20]([F:21])[F:22])[CH2:3][O:4][C:5]1[CH:6]=[CH:7][C:8]([OH:11])=[CH:9][CH:10]=1. The catalyst class is: 5. (4) Reactant: [O:1]=[C:2]1[NH:11][C:10]2[C:5](=[CH:6][CH:7]=[CH:8][CH:9]=2)[NH:4][C@@H:3]1[CH2:12][C:13](OC)=[O:14].Cl. Product: [OH:14][CH2:13][CH2:12][C@H:3]1[NH:4][C:5]2[C:10](=[CH:9][CH:8]=[CH:7][CH:6]=2)[NH:11][C:2]1=[O:1]. The catalyst class is: 1. (5) The catalyst class is: 27. Product: [Cl:1]([O-:5])(=[O:4])(=[O:3])=[O:2].[CH:19]1([PH+:12]([CH:6]2[CH2:7][CH2:8][CH2:9][CH2:10][CH2:11]2)[CH:13]2[CH2:18][CH2:17][CH2:16][CH2:15][CH2:14]2)[CH2:20][CH2:21][CH2:22][CH2:23][CH2:24]1. Reactant: [Cl:1]([OH:5])(=[O:4])(=[O:3])=[O:2].[CH:6]1([P:12]([CH:19]2[CH2:24][CH2:23][CH2:22][CH2:21][CH2:20]2)[CH:13]2[CH2:18][CH2:17][CH2:16][CH2:15][CH2:14]2)[CH2:11][CH2:10][CH2:9][CH2:8][CH2:7]1. (6) Reactant: [C:1]([O:6]CC)(=O)[CH:2]=[N:3][OH:4].[N:9]1([CH2:16][CH2:17][NH2:18])[CH2:15][CH2:14][CH2:13][CH2:12][CH2:11][CH2:10]1. Product: [OH:4][N:3]=[CH:2][C:1]([NH:18][CH2:17][CH2:16][N:9]1[CH2:15][CH2:14][CH2:13][CH2:12][CH2:11][CH2:10]1)=[O:6]. The catalyst class is: 8.